This data is from Forward reaction prediction with 1.9M reactions from USPTO patents (1976-2016). The task is: Predict the product of the given reaction. Given the reactants [C:1]([C:5]1[CH:6]=[C:7](OS(C(F)(F)F)(=O)=O)[CH:8]=[CH:9][CH:10]=1)([CH3:4])([CH3:3])[CH3:2].[CH3:19][N:20](C=O)C, predict the reaction product. The product is: [C:1]([C:5]1[CH:6]=[C:7]([CH:8]=[CH:9][CH:10]=1)[C:19]#[N:20])([CH3:4])([CH3:3])[CH3:2].